From a dataset of Full USPTO retrosynthesis dataset with 1.9M reactions from patents (1976-2016). Predict the reactants needed to synthesize the given product. Given the product [NH:1]([C:37]([CH3:55])=[O:38])[C@H:2]([C:10]([NH:12][C@H:13]([C:34]([OH:36])=[O:35])[CH2:14][CH2:15][CH2:16][CH2:17][NH:18][C:19](=[C:24]1[C:25](=[O:26])[CH2:27][C:28]([CH3:29])([CH3:30])[CH2:31][C:32]1=[O:33])[CH2:20][CH:21]([CH3:23])[CH3:22])=[O:11])[CH2:3][C:4]1[CH:9]=[CH:8][CH:7]=[CH:6][CH:5]=1, predict the reactants needed to synthesize it. The reactants are: [NH:1]([C:37](OCC1C2C(=CC=CC=2)C2C1=CC=CC=2)=[O:38])[C@H:2]([C:10]([NH:12][C@H:13]([C:34]([OH:36])=[O:35])[CH2:14][CH2:15][CH2:16][CH2:17][NH:18][C:19](=[C:24]1[C:32](=[O:33])[CH2:31][C:28]([CH3:30])([CH3:29])[CH2:27][C:25]1=[O:26])[CH2:20][CH:21]([CH3:23])[CH3:22])=[O:11])[CH2:3][C:4]1[CH:9]=[CH:8][CH:7]=[CH:6][CH:5]=1.N1CCCC[CH2:55]1.N[C@H](C(N[C@H](C(O)=O)CCCCNC(=C1C(=O)CC(C)(C)CC1=O)CC(C)C)=O)CC1C=CC=CC=1.C(OC(=O)C)(=O)C.